Dataset: Catalyst prediction with 721,799 reactions and 888 catalyst types from USPTO. Task: Predict which catalyst facilitates the given reaction. (1) Reactant: [CH:1]12[O:9][CH:5]([CH2:6][NH:7][CH2:8]1)[CH2:4][N:3]([CH2:10][CH2:11][O:12][C:13]1[CH:20]=[CH:19][C:16]([C:17]#[N:18])=[CH:15][CH:14]=1)[CH2:2]2.[C:21]([O:25][C:26](=[O:32])[NH:27][CH2:28][CH2:29][CH2:30]Br)([CH3:24])([CH3:23])[CH3:22].C([O-])([O-])=O.[K+].[K+]. Product: [C:21]([O:25][C:26](=[O:32])[NH:27][CH2:28][CH2:29][CH2:30][N:7]1[CH2:8][CH:1]2[O:9][CH:5]([CH2:4][N:3]([CH2:10][CH2:11][O:12][C:13]3[CH:20]=[CH:19][C:16]([C:17]#[N:18])=[CH:15][CH:14]=3)[CH2:2]2)[CH2:6]1)([CH3:24])([CH3:23])[CH3:22]. The catalyst class is: 10. (2) Reactant: C1(P([N:15]=[N+:16]=[N-:17])(C2C=CC=CC=2)=O)C=CC=CC=1.[CH3:18][C:19]1[CH:20]=[CH:21][C:22]([N:26]2[N:49]=[C:48]([CH3:50])/[C:29](=[N:30]/[NH:31][C:32]3[CH:33]=[CH:34][CH:35]=[C:36]([C:39]4[CH:40]=[CH:41][CH:42]=[C:43](C(O)=O)[CH:44]=4)[C:37]=3[OH:38])/[C:27]2=[O:28])=[CH:23][C:24]=1[CH3:25].CC[N:53]([CH2:56]C)CC.[OH2:58]. Product: [CH3:25][C:24]1[CH:23]=[C:22]([N:26]2[C:27](=[O:28])/[C:29](=[N:30]\[NH:31][C:32]3[C:37]([OH:38])=[C:36]([C:39]4[CH:40]=[CH:41][CH:42]=[C:43]([N:15]5[C:56](=[O:58])[NH:53][N:17]=[N:16]5)[CH:44]=4)[CH:35]=[CH:34][CH:33]=3)/[C:48]([CH3:50])=[N:49]2)[CH:21]=[CH:20][C:19]=1[CH3:18]. The catalyst class is: 2. (3) Product: [F:1][C:2]1[CH:3]=[C:4]([CH:8]=[CH:9][C:10]=1[C:11]1[CH:12]=[N:13][C:14]([O:17][CH2:18][CH:19]2[CH2:24][CH2:23][N:22]([CH2:25][C:26]([F:29])([CH3:28])[CH3:27])[CH2:21][CH2:20]2)=[CH:15][CH:16]=1)[C:5]([N:30]1[CH2:35][CH2:34][CH2:33][CH2:32][C@@H:31]1[C:36]([NH2:38])=[O:37])=[O:6]. Reactant: [F:1][C:2]1[CH:3]=[C:4]([CH:8]=[CH:9][C:10]=1[C:11]1[CH:12]=[N:13][C:14]([O:17][CH2:18][CH:19]2[CH2:24][CH2:23][N:22]([CH2:25][C:26]([F:29])([CH3:28])[CH3:27])[CH2:21][CH2:20]2)=[CH:15][CH:16]=1)[C:5](O)=[O:6].[NH:30]1[CH2:35][CH2:34][CH2:33][CH2:32][C@@H:31]1[C:36]([NH2:38])=[O:37].CCN(C(C)C)C(C)C.CCN=C=NCCCN(C)C.C1C=CC2N(O)N=NC=2C=1. The catalyst class is: 18. (4) Product: [CH3:9][O:10][C:11](=[O:17])[CH2:12][C:13]1[N:1]=[C:2]2[CH:7]=[CH:6][C:5]([Cl:8])=[CH:4][N:3]2[CH:14]=1. The catalyst class is: 11. Reactant: [NH2:1][C:2]1[CH:7]=[CH:6][C:5]([Cl:8])=[CH:4][N:3]=1.[CH3:9][O:10][C:11](=[O:17])[CH2:12][C:13](=O)[CH2:14]Cl. (5) Reactant: [O:1]1[CH2:6][CH2:5][CH2:4][O:3][CH:2]1[C:7]1[CH:12]=[CH:11][C:10]([C:13]2[S:14][C:15]3[C:20]([N:21]=2)=[CH:19][CH:18]=[C:17]([C:22]([C:24]2[CH:29]=[CH:28][CH:27]=[CH:26][CH:25]=2)=C)[N:16]=3)=[C:9]([F:30])[CH:8]=1.[O:31]=[O+][O-]. Product: [O:3]1[CH2:4][CH2:5][CH2:6][O:1][CH:2]1[C:7]1[CH:12]=[CH:11][C:10]([C:13]2[S:14][C:15]3[C:20]([N:21]=2)=[CH:19][CH:18]=[C:17]([C:22]([C:24]2[CH:25]=[CH:26][CH:27]=[CH:28][CH:29]=2)=[O:31])[N:16]=3)=[C:9]([F:30])[CH:8]=1. The catalyst class is: 61.